This data is from Forward reaction prediction with 1.9M reactions from USPTO patents (1976-2016). The task is: Predict the product of the given reaction. (1) Given the reactants [Br:1][C:2]1[CH:3]=[C:4]2[C:9](=[CH:10][C:11]=1[O:12][CH3:13])[N:8]=[C:7](O)[N:6]=[CH:5]2.P(Cl)(Cl)([Cl:17])=O, predict the reaction product. The product is: [Cl:17][C:7]1[N:6]=[CH:5][C:4]2[C:9](=[CH:10][C:11]([O:12][CH3:13])=[C:2]([Br:1])[CH:3]=2)[N:8]=1. (2) Given the reactants [F:1][C:2]([F:35])([F:34])[C:3]1[CH:4]=[C:5]([CH:31]=[CH:32][CH:33]=1)[CH2:6][N:7]1[CH2:26][CH2:25][C:11]2([CH2:16][CH2:15][N:14]([C:17]3[S:18][C:19]([C:22](O)=[O:23])=[CH:20][N:21]=3)[CH2:13][CH2:12]2)[O:10][C:9]2[CH:27]=[CH:28][CH:29]=[CH:30][C:8]1=2.[CH3:36][N:37](C(ON1N=NC2C=CC=NC1=2)=[N+](C)C)C.F[P-](F)(F)(F)(F)F.CN.C1COCC1, predict the reaction product. The product is: [CH3:36][NH:37][C:22]([C:19]1[S:18][C:17]([N:14]2[CH2:13][CH2:12][C:11]3([O:10][C:9]4[CH:27]=[CH:28][CH:29]=[CH:30][C:8]=4[N:7]([CH2:6][C:5]4[CH:31]=[CH:32][CH:33]=[C:3]([C:2]([F:1])([F:34])[F:35])[CH:4]=4)[CH2:26][CH2:25]3)[CH2:16][CH2:15]2)=[N:21][CH:20]=1)=[O:23].